This data is from Forward reaction prediction with 1.9M reactions from USPTO patents (1976-2016). The task is: Predict the product of the given reaction. (1) Given the reactants Cl[C:2]1[N:7]=[C:6]([NH:8][C:9]2[CH:14]=[CH:13][C:12]([O:15][CH:16]([CH3:18])[CH3:17])=[CH:11][CH:10]=2)[C:5]([F:19])=[CH:4][N:3]=1.[NH2:20][N:21]1[CH:25]=[CH:24][CH:23]=[CH:22]1, predict the reaction product. The product is: [F:19][C:5]1[C:6]([NH:8][C:9]2[CH:14]=[CH:13][C:12]([O:15][CH:16]([CH3:18])[CH3:17])=[CH:11][CH:10]=2)=[N:7][C:2]([NH:20][N:21]2[CH:25]=[CH:24][CH:23]=[CH:22]2)=[N:3][CH:4]=1. (2) Given the reactants [Br:1][C:2]1[CH:3]=[C:4]([C:8]2([CH:14]([OH:16])C)[CH2:13][CH2:12][O:11][CH2:10][CH2:9]2)[CH:5]=[CH:6][CH:7]=1.C(C(CCCC)COC(=O)CCSC1C=CC=C(C2(C(=O)C)CCOCC2)C=1)C.C(OC(=O)CCSC1C=CC=C(C2(C=NO)CCOCC2)C=1)CCCCCCC.C(C(CCCC)COC(=O)CCSC1C=CC=C(C2(C=NOC)CCOCC2)C=1)C.C(C(CCCC)COC(=O)CCSC1C=CC=C(C2(C=C)CCOCC2)C=1)C, predict the reaction product. The product is: [Br:1][C:2]1[CH:3]=[C:4]([C:8]2([CH2:14][OH:16])[CH2:9][CH2:10][O:11][CH2:12][CH2:13]2)[CH:5]=[CH:6][CH:7]=1. (3) Given the reactants [N:1]1([CH2:6][CH2:7][CH2:8][O:9][C:10]2[CH:15]=[CH:14][C:13]([C:16]3([C:22]#[N:23])[CH2:21][CH2:20][O:19][CH2:18][CH2:17]3)=[CH:12][CH:11]=2)[CH2:5][CH2:4][CH2:3][CH2:2]1.[CH2:24]([O:26][C:27]([N:29]1CCN(CCCCl)CC1)=[O:28])[CH3:25].C([O-])([O-])=O.[K+].[K+], predict the reaction product. The product is: [CH2:24]([O:26][C:27]([N:29]1[CH2:4][CH2:5][N:1]([CH2:6][CH2:7][CH2:8][O:9][C:10]2[CH:15]=[CH:14][C:13]([C:16]3([C:22]#[N:23])[CH2:21][CH2:20][O:19][CH2:18][CH2:17]3)=[CH:12][CH:11]=2)[CH2:2][CH2:3]1)=[O:28])[CH3:25]. (4) Given the reactants CS[C:3]([NH:9][C:10]1[CH:15]=[CH:14][CH:13]=[CH:12][CH:11]=1)=[C:4]([C:7]#[N:8])[C:5]#[N:6].[Cl-].[Cl-].[CH2:18]([NH:25][NH2:26])[C:19]1[CH:24]=[CH:23][CH:22]=[CH:21][CH:20]=1.C(N(C(C)C)CC)(C)C, predict the reaction product. The product is: [NH2:6][C:5]1[C:4]([C:7]#[N:8])=[C:3]([NH:9][C:10]2[CH:15]=[CH:14][CH:13]=[CH:12][CH:11]=2)[N:25]([CH2:18][C:19]2[CH:24]=[CH:23][CH:22]=[CH:21][CH:20]=2)[N:26]=1. (5) Given the reactants [CH3:1][C@:2]1(O)[CH2:6][C@@H:5](O)[CH:4]=[CH:3]1.[C:9]([O:12][C:13](=O)[CH3:14])(=[O:11])[CH3:10], predict the reaction product. The product is: [C:9]([O:12][CH2:13][CH3:14])(=[O:11])[CH3:10].[CH3:1][CH2:2][CH2:3][CH2:4][CH2:5][CH3:6]. (6) Given the reactants [Cl:1][C:2]1[CH:3]=[C:4]([NH:9][C:10]2[C:19]3[C:14](=[CH:15][C:16]([O:40][CH3:41])=[C:17]([O:20][CH2:21][CH2:22][CH2:23][N:24]4[CH2:29][CH2:28][CH:27]5[CH2:30][CH2:31][N:32](C(OC(C)(C)C)=O)[CH:26]5[CH2:25]4)[CH:18]=3)[N:13]=[CH:12][N:11]=2)[CH:5]=[CH:6][C:7]=1[F:8].C(Cl)Cl.CO.Cl, predict the reaction product. The product is: [Cl:1][C:2]1[CH:3]=[C:4]([NH:9][C:10]2[C:19]3[C:14](=[CH:15][C:16]([O:40][CH3:41])=[C:17]([O:20][CH2:21][CH2:22][CH2:23][N:24]4[CH2:29][CH2:28][CH:27]5[CH2:30][CH2:31][NH:32][CH:26]5[CH2:25]4)[CH:18]=3)[N:13]=[CH:12][N:11]=2)[CH:5]=[CH:6][C:7]=1[F:8].